This data is from Reaction yield outcomes from USPTO patents with 853,638 reactions. The task is: Predict the reaction yield, written as a fraction of the theoretical maximum amount of product (1.0 means a 100% yield; for example, 0.34 means a 34% yield). (1) The reactants are Br[CH2:2][C:3]([NH:5][C:6]1[N:7]=[C:8]([N:26]([CH3:28])[CH3:27])[N:9]([C:20]2[CH:25]=[CH:24][CH:23]=[CH:22][CH:21]=2)[C:10]=1[C:11]([O:13][C:14]([CH3:19])([CH3:18])[CH2:15][O:16][CH3:17])=[O:12])=[O:4].[N:29]1[C:33]2[CH:34]=[CH:35][CH:36]=[CH:37][C:32]=2[NH:31][CH:30]=1.C([O-])([O-])=O.[K+].[K+]. The catalyst is CN(C=O)C. The product is [N:29]1([CH2:2][C:3]([NH:5][C:6]2[N:7]=[C:8]([N:26]([CH3:28])[CH3:27])[N:9]([C:20]3[CH:25]=[CH:24][CH:23]=[CH:22][CH:21]=3)[C:10]=2[C:11]([O:13][C:14]([CH3:19])([CH3:18])[CH2:15][O:16][CH3:17])=[O:12])=[O:4])[C:33]2[CH:34]=[CH:35][CH:36]=[CH:37][C:32]=2[N:31]=[CH:30]1. The yield is 0.410. (2) The reactants are C([O:3][CH2:4][CH2:5][CH2:6][N:7]1[C:12](=[O:13])[C:11]2[C:14]([CH2:26][C:27]3[CH:32]=[CH:31][C:30]([Cl:33])=[CH:29][CH:28]=3)=[C:15]([O:18][C:19]3[CH:20]=[N:21][CH:22]=[C:23]([F:25])[CH:24]=3)[CH:16]=[N:17][C:10]=2[N:9]([CH3:34])[C:8]1=[O:35])=O.O[Li].O. The catalyst is C1COCC1.O.CC(=O)OCC. The product is [Cl:33][C:30]1[CH:29]=[CH:28][C:27]([CH2:26][C:14]2[C:11]3[C:12](=[O:13])[N:7]([CH2:6][CH2:5][CH2:4][OH:3])[C:8](=[O:35])[N:9]([CH3:34])[C:10]=3[N:17]=[CH:16][C:15]=2[O:18][C:19]2[CH:20]=[N:21][CH:22]=[C:23]([F:25])[CH:24]=2)=[CH:32][CH:31]=1. The yield is 0.132. (3) The reactants are [NH2:1][C:2]1[CH:3]=[C:4]([CH:21]=[CH:22][CH:23]=1)[O:5][C:6]1[CH:7]=[CH:8][C:9]2[N:10]([CH:12]=[C:13]([NH:15][C:16]([CH:18]3[CH2:20][CH2:19]3)=[O:17])[N:14]=2)[CH:11]=1.Cl[CH2:25][C:26]1[CH:31]=[CH:30][CH:29]=[CH:28][C:27]=1[CH2:32]Cl.CN(C)C=O. The catalyst is C(OCC)(=O)C. The product is [CH2:32]1[C:27]2[C:26](=[CH:31][CH:30]=[CH:29][CH:28]=2)[CH2:25][N:1]1[C:2]1[CH:3]=[C:4]([CH:21]=[CH:22][CH:23]=1)[O:5][C:6]1[CH:7]=[CH:8][C:9]2[N:10]([CH:12]=[C:13]([NH:15][C:16]([CH:18]3[CH2:20][CH2:19]3)=[O:17])[N:14]=2)[CH:11]=1. The yield is 0.340. (4) The reactants are C([O:8][C:9]1[CH:17]=[CH:16][C:15]2[NH:14][C:13]3[C:18](=[CH:21][C:22]([O:24][CH2:25][CH3:26])=[O:23])[CH2:19][CH2:20][C:12]=3[C:11]=2[CH:10]=1)C1C=CC=CC=1. The catalyst is [Pd].C(OCC)(=O)C. The product is [OH:8][C:9]1[CH:17]=[CH:16][C:15]2[NH:14][C:13]3[CH:18]([CH2:21][C:22]([O:24][CH2:25][CH3:26])=[O:23])[CH2:19][CH2:20][C:12]=3[C:11]=2[CH:10]=1. The yield is 0.703. (5) The reactants are Br[C:2]1[CH:7]=[CH:6][C:5]([CH2:8][CH2:9][NH:10][C:11](=[O:17])[O:12][C:13]([CH3:16])([CH3:15])[CH3:14])=[CH:4][CH:3]=1.[CH3:18][N:19](C=O)C. The catalyst is [C-]#N.[C-]#N.[Zn+2].C1C=CC([P]([Pd]([P](C2C=CC=CC=2)(C2C=CC=CC=2)C2C=CC=CC=2)([P](C2C=CC=CC=2)(C2C=CC=CC=2)C2C=CC=CC=2)[P](C2C=CC=CC=2)(C2C=CC=CC=2)C2C=CC=CC=2)(C2C=CC=CC=2)C2C=CC=CC=2)=CC=1. The product is [C:18]([C:2]1[CH:7]=[CH:6][C:5]([CH2:8][CH2:9][NH:10][C:11](=[O:17])[O:12][C:13]([CH3:16])([CH3:15])[CH3:14])=[CH:4][CH:3]=1)#[N:19]. The yield is 0.310. (6) The reactants are Cl.C(O[C:5]([C:7]1[CH:8]=[C:9]2[C:13](=[CH:14][CH:15]=1)[NH:12][N:11]=[C:10]2[C:16]1[CH:21]=[CH:20][C:19]([F:22])=[CH:18][CH:17]=1)=[NH:6])C.C(N(CC)CC)C.[C:30]([NH:38][NH2:39])(=O)[C:31]1[CH:36]=[CH:35][CH:34]=[CH:33][CH:32]=1. No catalyst specified. The product is [F:22][C:19]1[CH:18]=[CH:17][C:16]([C:10]2[C:9]3[C:13](=[CH:14][CH:15]=[C:7]([C:5]4[NH:6][C:30]([C:31]5[CH:36]=[CH:35][CH:34]=[CH:33][CH:32]=5)=[N:38][N:39]=4)[CH:8]=3)[NH:12][N:11]=2)=[CH:21][CH:20]=1. The yield is 4.80. (7) The reactants are Cl[C:2]1[N:7]=[C:6]([NH:8][C:9]2[CH:14]=[CH:13][CH:12]=[C:11]([OH:15])[CH:10]=2)[C:5]([F:16])=[CH:4][N:3]=1.[NH2:17][CH2:18][CH2:19][C:20]1[C:28]2[C:23](=[CH:24][CH:25]=[CH:26][CH:27]=2)[NH:22][CH:21]=1. No catalyst specified. The product is [F:16][C:5]1[C:6]([NH:8][C:9]2[CH:14]=[CH:13][CH:12]=[C:11]([OH:15])[CH:10]=2)=[N:7][C:2]([NH:17][CH2:18][CH2:19][C:20]2[C:28]3[C:23](=[CH:24][CH:25]=[CH:26][CH:27]=3)[NH:22][CH:21]=2)=[N:3][CH:4]=1. The yield is 0.530.